From a dataset of Reaction yield outcomes from USPTO patents with 853,638 reactions. Predict the reaction yield, written as a fraction of the theoretical maximum amount of product (1.0 means a 100% yield; for example, 0.34 means a 34% yield). The catalyst is Cl[Pd](Cl)([P](C1C=CC=CC=1)(C1C=CC=CC=1)C1C=CC=CC=1)[P](C1C=CC=CC=1)(C1C=CC=CC=1)C1C=CC=CC=1.ClCCl. The reactants are Br[C:2]1[C:15]2[S:14][C:13]3[C:8](=[CH:9][CH:10]=[CH:11][C:12]=3Br)[S:7][C:6]=2[CH:5]=[CH:4][CH:3]=1.C([Sn]([C:30]1[S:31][CH:32]=[CH:33][CH:34]=1)(CCCC)CCCC)CCC. The product is [S:31]1[CH:32]=[CH:33][CH:34]=[C:30]1[C:2]1[C:15]2[S:14][C:13]3[C:8](=[CH:9][CH:10]=[CH:11][C:12]=3[C:32]3[S:31][CH:30]=[CH:34][CH:33]=3)[S:7][C:6]=2[CH:5]=[CH:4][CH:3]=1. The yield is 0.920.